Dataset: Catalyst prediction with 721,799 reactions and 888 catalyst types from USPTO. Task: Predict which catalyst facilitates the given reaction. (1) Reactant: C([O:8][C:9]1[CH:14]=[CH:13][C:12]([C:15]2[CH:19]=[C:18]([NH2:20])[N:17]([CH3:21])[N:16]=2)=[CH:11][CH:10]=1)C1C=CC=CC=1. Product: [NH2:20][C:18]1[N:17]([CH3:21])[N:16]=[C:15]([C:12]2[CH:13]=[CH:14][C:9]([OH:8])=[CH:10][CH:11]=2)[CH:19]=1. The catalyst class is: 50. (2) Reactant: CC(C)(C)C([NH:5][C:6]1[C:11]([CH2:12][CH2:13][C:14]([O:16][CH2:17]CCC)=O)=[CH:10][CH:9]=[C:8]([O:21]C)[N:7]=1)=O.Cl.C([O-])([O-])=O.[K+].[K+]. Product: [CH3:17][O:16][C:14]1[N:5]=[C:6]2[C:11]([CH2:10][CH2:9][C:8](=[O:21])[NH:7]2)=[CH:12][CH:13]=1. The catalyst class is: 6. (3) Reactant: [CH2:1]([O:3][C:4]1[C:8]([CH2:9][CH2:10][C:11]([O:13][CH2:14][CH3:15])=[O:12])=[CH:7][NH:6][N:5]=1)[CH3:2].[H-].[Na+].[Cl:18][C:19]1[CH:26]=[C:25]([Cl:27])[CH:24]=[CH:23][C:20]=1[CH2:21]Cl.O. Product: [Cl:18][C:19]1[CH:26]=[C:25]([Cl:27])[CH:24]=[CH:23][C:20]=1[CH2:21][N:6]1[CH:7]=[C:8]([CH2:9][CH2:10][C:11]([O:13][CH2:14][CH3:15])=[O:12])[C:4]([O:3][CH2:1][CH3:2])=[N:5]1. The catalyst class is: 9. (4) Reactant: [CH3:1][N:2]1[C:6]2=[N:7][C:8]([CH2:20][N:21]3[CH2:26][CH2:25][N:24]([CH3:27])[CH2:23][CH2:22]3)=[CH:9][C:10]([C:11]3[CH:16]=[CH:15][C:14]([N+:17]([O-])=O)=[CH:13][CH:12]=3)=[C:5]2[CH:4]=[N:3]1.O.O.Cl[Sn]Cl.N. Product: [CH3:1][N:2]1[C:6]2=[N:7][C:8]([CH2:20][N:21]3[CH2:22][CH2:23][N:24]([CH3:27])[CH2:25][CH2:26]3)=[CH:9][C:10]([C:11]3[CH:16]=[CH:15][C:14]([NH2:17])=[CH:13][CH:12]=3)=[C:5]2[CH:4]=[N:3]1. The catalyst class is: 14.